Dataset: Reaction yield outcomes from USPTO patents with 853,638 reactions. Task: Predict the reaction yield, written as a fraction of the theoretical maximum amount of product (1.0 means a 100% yield; for example, 0.34 means a 34% yield). The reactants are Cl[C:2]1[CH:7]=[C:6]([Cl:8])[N:5]=[CH:4][N:3]=1.[NH:9]1[CH:13]=[CH:12][N:11]=[CH:10]1.C(=O)([O-])[O-].[K+].[K+].O. The catalyst is CN(C=O)C. The product is [Cl:8][C:6]1[CH:7]=[C:2]([N:9]2[CH:13]=[CH:12][N:11]=[CH:10]2)[N:3]=[CH:4][N:5]=1. The yield is 0.630.